Dataset: Reaction yield outcomes from USPTO patents with 853,638 reactions. Task: Predict the reaction yield, written as a fraction of the theoretical maximum amount of product (1.0 means a 100% yield; for example, 0.34 means a 34% yield). (1) The reactants are [CH2:1]([N:8]1[CH2:12][CH2:11][CH:10]([CH:13]([C:15]2[O:16][C:17]([S:20]([CH3:23])(=[O:22])=[O:21])=[CH:18][CH:19]=2)[OH:14])[CH2:9]1)[C:2]1[CH:7]=[CH:6][CH:5]=[CH:4][CH:3]=1.[H-].[Na+].[CH3:26][O:27][CH2:28]Cl. The catalyst is C1COCC1.CCOC(C)=O. The yield is 0.340. The product is [CH2:1]([N:8]1[CH2:12][CH2:11][CH:10]([CH:13]([C:15]2[O:16][C:17]([S:20]([CH3:23])(=[O:22])=[O:21])=[CH:18][CH:19]=2)[O:14][CH2:26][O:27][CH3:28])[CH2:9]1)[C:2]1[CH:7]=[CH:6][CH:5]=[CH:4][CH:3]=1. (2) The reactants are [CH3:1][Si:2]([CH3:16])([CH3:15])[O:3][C@H:4]1[C@@H:7]([C:8]2[CH:13]=[CH:12][CH:11]=[CH:10][CH:9]=2)[NH:6][C:5]1=[O:14].[C:17]([O:21][C:22](O[C:22]([O:21][C:17]([CH3:20])([CH3:19])[CH3:18])=[O:23])=[O:23])([CH3:20])([CH3:19])[CH3:18]. The catalyst is O1CCCC1. The product is [C:17]([O:21][C:22]([N:6]1[C@H:7]([C:8]2[CH:13]=[CH:12][CH:11]=[CH:10][CH:9]=2)[C@H:4]([O:3][Si:2]([CH3:16])([CH3:15])[CH3:1])[C:5]1=[O:14])=[O:23])([CH3:20])([CH3:19])[CH3:18]. The yield is 0.750. (3) The reactants are C1C2[CH:12]([CH2:14][CH2:15][C:16]([N:18]([C@@H:20]([CH2:24][O:25][C:26]([CH3:29])([CH3:28])[CH3:27])[C:21]([OH:23])=[O:22])[CH3:19])=[O:17])[C:11]3C(=CC=CC=3)C=2C=CC=1.C(N(C(C)C)CC)(C)C.C1C=CC(C(Cl)(C2C(Cl)=CC=CC=2)C2C=CC=CC=2)=CC=1.C(O)(=O)CCC=C.N1C2C(=NC=CC=2)N(O)N=1.C(=NC(C)C)=NC(C)C. The catalyst is ClCCl.CN(C)C=O. The product is [C:26]([O:25][CH2:24][C@H:20]([N:18]([CH3:19])[C:16](=[O:17])[CH2:15][CH2:14][CH:12]=[CH2:11])[C:21]([OH:23])=[O:22])([CH3:29])([CH3:28])[CH3:27]. The yield is 0.540. (4) No catalyst specified. The product is [CH2:1]([C:8]1[C:16]2[O:15][CH:14]([CH2:17][NH:18][C:29](=[O:30])[O:31][CH2:32][C:33]3[CH:38]=[CH:37][CH:36]=[CH:35][CH:34]=3)[CH2:13][C:12]=2[CH:11]=[CH:10][CH:9]=1)[C:2]1[CH:3]=[CH:4][CH:5]=[CH:6][CH:7]=1. The yield is 0.950. The reactants are [CH2:1]([C:8]1[C:16]2[O:15][CH:14]([CH2:17][NH2:18])[CH2:13][C:12]=2[CH:11]=[CH:10][CH:9]=1)[C:2]1[CH:7]=[CH:6][CH:5]=[CH:4][CH:3]=1.C(N(C(C)C)CC)(C)C.Cl[C:29]([O:31][CH2:32][C:33]1[CH:38]=[CH:37][CH:36]=[CH:35][CH:34]=1)=[O:30].C1(C2C3OC(CNC(=O)OCC4C=CC=CC=4)CC=3C=CC=2)CCCC1.